From a dataset of Full USPTO retrosynthesis dataset with 1.9M reactions from patents (1976-2016). Predict the reactants needed to synthesize the given product. Given the product [C:1]([O:5][C:6]([N:7]1[C:8]2[C:9](=[N:10][CH:11]=[CH:12][CH:13]=2)[C:16]([CH3:17])=[CH:15]1)=[O:18])([CH3:4])([CH3:3])[CH3:2].[C:1]([O:5][C:6]([N:7]1[C:8]2[C:9](=[N:10][CH:11]=[CH:12][CH:13]=2)[C:16](=[CH2:17])[CH2:15]1)=[O:18])([CH3:4])([CH3:3])[CH3:2], predict the reactants needed to synthesize it. The reactants are: [C:1]([O:5][C:6](=[O:18])[N:7]([CH2:15][CH:16]=[CH2:17])[C:8]1[C:9](Cl)=[N:10][CH:11]=[CH:12][CH:13]=1)([CH3:4])([CH3:3])[CH3:2].C(=O)([O-])[O-].[K+].[K+].